Predict the reaction yield, written as a fraction of the theoretical maximum amount of product (1.0 means a 100% yield; for example, 0.34 means a 34% yield). From a dataset of Reaction yield outcomes from USPTO patents with 853,638 reactions. (1) The reactants are [NH:1]([C:8]([O:10][C:11]([CH3:14])([CH3:13])[CH3:12])=[O:9])[C@H:2]([C:5]([OH:7])=[O:6])[CH2:3][OH:4].[H-].[Na+].F[C:18]1[C:23]([C:24]([F:27])([F:26])[F:25])=[CH:22][CH:21]=[CH:20][C:19]=1[N+:28]([O-:30])=[O:29].Cl. The catalyst is CN(C=O)C.O. The yield is 0.810. The product is [C:11]([O:10][C:8]([NH:1][C@@H:2]([CH2:3][O:4][C:18]1[C:23]([C:24]([F:27])([F:26])[F:25])=[CH:22][CH:21]=[CH:20][C:19]=1[N+:28]([O-:30])=[O:29])[C:5]([OH:7])=[O:6])=[O:9])([CH3:14])([CH3:13])[CH3:12]. (2) The reactants are [F:1][C:2]1[CH:10]=[N:9][CH:8]=[CH:7][C:3]=1[C:4](O)=[O:5].ClC1N=C(OC)N=C(OC)[N:13]=1.CN1CCOCC1.FC1(F)OC2C=C(C)C(C3C=CC(N)=CC=3)=CC=2O1.C([O-])(O)=O.[Na+].CC(=O)OCC. The catalyst is C(Cl)Cl. The product is [F:1][C:2]1[CH:10]=[N:9][CH:8]=[CH:7][C:3]=1[C:4]([NH2:13])=[O:5]. The yield is 0.470. (3) The reactants are [Cl:1][C:2]1[CH:7]=[CH:6][CH:5]=[C:4]([F:8])[C:3]=1[CH2:9][CH2:10][NH:11][C:12]1[CH:17]=[C:16]([C:18]2[CH:19]=[N:20][C:21]([O:24]C)=[CH:22][CH:23]=2)[N:15]=[C:14]([S:26][CH3:27])[N:13]=1.Cl. The catalyst is CCO. The product is [Cl:1][C:2]1[CH:7]=[CH:6][CH:5]=[C:4]([F:8])[C:3]=1[CH2:9][CH2:10][NH:11][C:12]1[N:13]=[C:14]([S:26][CH3:27])[N:15]=[C:16]([C:18]2[CH:23]=[CH:22][C:21](=[O:24])[NH:20][CH:19]=2)[CH:17]=1. The yield is 0.760. (4) The product is [N:4]1[CH:3]=[C:2](/[CH:10]=[CH:9]/[C:8]([O:12][CH3:13])=[O:11])[CH:7]=[N:6][CH:5]=1. The yield is 0.664. The catalyst is CN(C=O)C.C([O-])(=O)C.[Pd+2].C([O-])(=O)C.C1(C)C=CC=CC=1P(C1C=CC=CC=1C)C1C=CC=CC=1C. The reactants are Br[C:2]1[CH:3]=[N:4][CH:5]=[N:6][CH:7]=1.[C:8]([O:12][CH3:13])(=[O:11])[CH:9]=[CH2:10]. (5) The reactants are Cl[C:2]1[CH:11]=[C:10]2[C:5]([C:6]([NH:12][C:13]3[CH:18]=[CH:17][C:16]([F:19])=[C:15]([Cl:20])[CH:14]=3)=[N:7][CH:8]=[N:9]2)=[CH:4][C:3]=1[N+:21]([O-:23])=[O:22].[CH3:24][C:25]([N:29]1[CH2:34][CH2:33][N:32]([CH3:35])[CH2:31][CH2:30]1)([CH3:28])[C:26]#[CH:27].C(N(CC)CC)C. The catalyst is CN(C=O)C.[Cu](Cl)Cl.C1C=CC([P]([Pd]([P](C2C=CC=CC=2)(C2C=CC=CC=2)C2C=CC=CC=2)([P](C2C=CC=CC=2)(C2C=CC=CC=2)C2C=CC=CC=2)[P](C2C=CC=CC=2)(C2C=CC=CC=2)C2C=CC=CC=2)(C2C=CC=CC=2)C2C=CC=CC=2)=CC=1. The product is [Cl:20][C:15]1[CH:14]=[C:13]([NH:12][C:6]2[C:5]3[C:10](=[CH:11][C:2]([C:27]#[C:26][C:25]([CH3:28])([N:29]4[CH2:30][CH2:31][N:32]([CH3:35])[CH2:33][CH2:34]4)[CH3:24])=[C:3]([N+:21]([O-:23])=[O:22])[CH:4]=3)[N:9]=[CH:8][N:7]=2)[CH:18]=[CH:17][C:16]=1[F:19]. The yield is 0.370. (6) The reactants are [CH3:1][O:2][C:3]1[CH:8]=[CH:7][C:6]([N:9]2[CH2:14][CH2:13][N:12]([CH3:15])[CH2:11][CH2:10]2)=[CH:5][C:4]=1[N+:16]([O-])=O. The catalyst is CO.[Pd]. The product is [CH3:1][O:2][C:3]1[CH:8]=[CH:7][C:6]([N:9]2[CH2:10][CH2:11][N:12]([CH3:15])[CH2:13][CH2:14]2)=[CH:5][C:4]=1[NH2:16]. The yield is 0.900. (7) The reactants are [Br:1][C:2]1[CH:3]=[CH:4][C:5]([F:20])=[C:6]([C@:8]([NH:15][C:16](=[O:19])[CH2:17]Cl)([CH3:14])[CH2:9][C:10]([OH:13])([CH3:12])[CH3:11])[CH:7]=1.[K]. The catalyst is C1(C)C=CC=CC=1.O.Cl.[Cl-].[Na+].O. The product is [Br:1][C:2]1[CH:3]=[CH:4][C:5]([F:20])=[C:6]([C@:8]2([CH3:14])[CH2:9][C:10]([CH3:12])([CH3:11])[O:13][CH2:17][C:16](=[O:19])[NH:15]2)[CH:7]=1. The yield is 0.370.